This data is from Full USPTO retrosynthesis dataset with 1.9M reactions from patents (1976-2016). The task is: Predict the reactants needed to synthesize the given product. (1) Given the product [Br:1][C:2]1[C:10]2[C:6](=[N:7][S:8][N:9]=2)[C:5]([N+:12]([O-:14])=[O:13])=[CH:4][CH:3]=1, predict the reactants needed to synthesize it. The reactants are: [Br:1][C:2]1[C:10]2[C:6](=[N:7][S:8][N:9]=2)[C:5](Br)=[CH:4][CH:3]=1.[N+:12]([O-])([OH:14])=[O:13]. (2) The reactants are: I[CH2:2][CH2:3][CH2:4][CH2:5][O:6][C:7]1[CH:12]=[CH:11][C:10]([NH:13][CH:14]=[C:15]2[C:23]3[C:18](=[CH:19][CH:20]=[CH:21][CH:22]=3)[NH:17][C:16]2=[O:24])=[CH:9][CH:8]=1.[CH2:25]([NH:27][CH2:28][CH3:29])[CH3:26]. Given the product [CH2:25]([N:27]([CH2:28][CH3:29])[CH2:2][CH2:3][CH2:4][CH2:5][O:6][C:7]1[CH:12]=[CH:11][C:10]([NH:13][CH:14]=[C:15]2[C:23]3[C:18](=[CH:19][CH:20]=[CH:21][CH:22]=3)[NH:17][C:16]2=[O:24])=[CH:9][CH:8]=1)[CH3:26], predict the reactants needed to synthesize it. (3) Given the product [C:1]1([C:37]2[CH:38]=[CH:39][CH:40]=[CH:41][CH:42]=2)[CH:2]=[CH:3][C:4]([C:7]([N:9]2[CH2:10][CH2:11][N:12]([C:15]3[C:16]4[CH:34]=[C:33]([CH2:35][CH3:36])[S:32][C:17]=4[N:18]=[C:19]([NH:21][C:22]([NH:24][CH2:25][CH2:26][C:27]([OH:29])=[O:28])=[O:23])[N:20]=3)[CH2:13][CH2:14]2)=[O:8])=[CH:5][CH:6]=1, predict the reactants needed to synthesize it. The reactants are: [C:1]1([C:37]2[CH:42]=[CH:41][CH:40]=[CH:39][CH:38]=2)[CH:6]=[CH:5][C:4]([C:7]([N:9]2[CH2:14][CH2:13][N:12]([C:15]3[C:16]4[CH:34]=[C:33]([CH2:35][CH3:36])[S:32][C:17]=4[N:18]=[C:19]([NH:21][C:22]([NH:24][CH2:25][CH2:26][C:27]([O:29]CC)=[O:28])=[O:23])[N:20]=3)[CH2:11][CH2:10]2)=[O:8])=[CH:3][CH:2]=1.O.[OH-].[Li+].O. (4) Given the product [ClH:25].[NH2:7][C@H:8]1[CH2:11][C@H:10]([N:12]2[C:16]3=[N:17][CH:18]=[CH:19][CH:20]=[C:15]3[C:14]([CH3:21])([CH3:22])[C:13]2=[O:23])[CH2:9]1, predict the reactants needed to synthesize it. The reactants are: C(OC(=O)[NH:7][C@H:8]1[CH2:11][C@H:10]([N:12]2[C:16]3=[N:17][CH:18]=[CH:19][CH:20]=[C:15]3[C:14]([CH3:22])([CH3:21])[C:13]2=[O:23])[CH2:9]1)(C)(C)C.[ClH:25].O1CCOCC1. (5) Given the product [CH3:23][O:24][CH:25]([O:28][CH3:29])[CH2:26]/[N:27]=[C:2]1\[NH:3][CH2:4][CH2:5][O:6][C:7]2[CH:12]=[CH:11][C:10]([C:13]3[CH:18]=[CH:17][C:16]([C:19]([F:20])([F:21])[F:22])=[CH:15][CH:14]=3)=[CH:9][C:8]\1=2, predict the reactants needed to synthesize it. The reactants are: Cl[C:2]1[C:8]2[CH:9]=[C:10]([C:13]3[CH:18]=[CH:17][C:16]([C:19]([F:22])([F:21])[F:20])=[CH:15][CH:14]=3)[CH:11]=[CH:12][C:7]=2[O:6][CH2:5][CH2:4][N:3]=1.[CH3:23][O:24][CH:25]([O:28][CH3:29])[CH2:26][NH2:27]. (6) Given the product [CH2:1]([N:8]([CH3:9])[C:10]([CH:11]1[CH2:12][C:13](=[O:15])[CH2:14]1)=[O:19])[C:2]1[CH:7]=[CH:6][CH:5]=[CH:4][CH:3]=1, predict the reactants needed to synthesize it. The reactants are: [CH2:1]([N:8]([CH2:10][C@@H:11]1[CH2:14][C@H:13]([OH:15])[CH2:12]1)[CH3:9])[C:2]1[CH:7]=[CH:6][CH:5]=[CH:4][CH:3]=1.[H][H].C[OH:19]. (7) Given the product [NH:32]1[CH2:31][CH2:30][CH:29]([O:28][C:27]2[CH:45]=[CH:46][C:24]([C:22]([O:21][CH2:20][CH2:19][O:8][C:9]3[CH:17]=[CH:16][CH:15]=[C:11]([C:12](=[NH:14])[NH2:13])[CH:10]=3)=[O:23])=[CH:25][CH:26]=2)[CH2:34][CH2:33]1, predict the reactants needed to synthesize it. The reactants are: FC(F)(F)C(O)=O.[OH:8][C:9]1[CH:10]=[C:11]([CH:15]=[CH:16][CH:17]=1)[C:12]([NH2:14])=[NH:13].Br[CH2:19][CH2:20][O:21][C:22]([C:24]1[CH:46]=[CH:45][C:27]([O:28][CH:29]2[CH2:34][CH2:33][N:32](C(OCC3C=CC=CC=3)=O)[CH2:31][CH2:30]2)=[CH:26][CH:25]=1)=[O:23].C(=O)([O-])[O-].[Cs+].[Cs+].Cl.